Dataset: Full USPTO retrosynthesis dataset with 1.9M reactions from patents (1976-2016). Task: Predict the reactants needed to synthesize the given product. (1) Given the product [N:7]1[CH:12]=[CH:11][CH:10]=[C:9]([CH:13]([CH3:20])[CH2:14][CH2:15][OH:16])[CH:8]=1, predict the reactants needed to synthesize it. The reactants are: [H-].[Al+3].[Li+].[H-].[H-].[H-].[N:7]1[CH:12]=[CH:11][CH:10]=[C:9]([CH:13]([CH3:20])[CH2:14][C:15](OCC)=[O:16])[CH:8]=1. (2) Given the product [CH2:1]([NH:8][C:9](=[O:27])[C@H:10]([NH:19][C:20](=[O:26])[O:21][C:22]([CH3:23])([CH3:25])[CH3:24])[CH2:11][OH:12])[C:2]1[CH:7]=[CH:6][CH:5]=[CH:4][CH:3]=1, predict the reactants needed to synthesize it. The reactants are: [CH2:1]([NH:8][C:9](=[O:27])[CH:10]([NH:19][C:20](=[O:26])[O:21][C:22]([CH3:25])([CH3:24])[CH3:23])[CH2:11][O:12][C@@H]1CCCCO1)[C:2]1[CH:7]=[CH:6][CH:5]=[CH:4][CH:3]=1.C1(C)C=CC(S(O)(=O)=O)=CC=1. (3) The reactants are: [NH2:1][CH:2]([CH3:24])[CH:3]([N:5]1[C:9]2=[N:10][C:11]([C:14]([O:16]CC)=[O:15])=[CH:12][CH:13]=[C:8]2[CH:7]=[C:6]1[C:19](OCC)=[O:20])[CH3:4].C(=O)([O-])[O-].[K+].[K+]. Given the product [CH3:24][CH:2]1[CH:3]([CH3:4])[N:5]2[C:9]3[N:10]=[C:11]([C:14]([OH:16])=[O:15])[CH:12]=[CH:13][C:8]=3[CH:7]=[C:6]2[C:19](=[O:20])[NH:1]1, predict the reactants needed to synthesize it. (4) The reactants are: [CH3:1][O:2][CH2:3][O:4][CH:5]1[CH2:9][CH2:8][CH2:7][CH:6]1[OH:10].C[C:12](C)=[O:13].OS(O)(=O)=O.O=[Cr](=O)=O. Given the product [CH3:12][O:13][CH2:1][O:2][CH2:3][O:4][CH:5]1[CH2:9][CH2:8][CH2:7][C:6]1=[O:10], predict the reactants needed to synthesize it. (5) Given the product [F:13][C:10]1([F:12])[CH2:9][N:8]([C:14]([O:16][C:17]([CH3:18])([CH3:19])[CH3:20])=[O:15])[C@H:7]([CH2:6][C:4](=[O:5])[CH:22]=[C:23]([CH3:27])[CH3:24])[CH2:11]1, predict the reactants needed to synthesize it. The reactants are: CON(C)[C:4]([CH2:6][C@@H:7]1[CH2:11][C:10]([F:13])([F:12])[CH2:9][N:8]1[C:14]([O:16][C:17]([CH3:20])([CH3:19])[CH3:18])=[O:15])=[O:5].[CH3:22][C:23]([CH3:27])=[CH:24][Mg]Br. (6) Given the product [Br:1][C:2]1[CH:3]=[C:4]([S:8]([N:13]([CH3:14])[CH3:12])(=[O:10])=[O:9])[CH:5]=[CH:6][CH:7]=1, predict the reactants needed to synthesize it. The reactants are: [Br:1][C:2]1[CH:3]=[C:4]([S:8](Cl)(=[O:10])=[O:9])[CH:5]=[CH:6][CH:7]=1.[CH3:12][NH:13][CH3:14].C1COCC1. (7) Given the product [F:25][C:22]1([F:24])[O:21][C:11]2=[CH:12][CH:13]=[C:14]3[C:9]([N:8]=[C:7]([NH2:6])[N:16]4[N:17]=[C:18]([CH3:20])[N:19]=[C:15]34)=[C:10]2[O:23]1, predict the reactants needed to synthesize it. The reactants are: COC1C=C(OC)C=CC=1C[NH:6][C:7]1[N:16]2[N:17]=[C:18]([CH3:20])[N:19]=[C:15]2[C:14]2[C:9](=[C:10]3[O:23][C:22]([F:25])([F:24])[O:21][C:11]3=[CH:12][CH:13]=2)[N:8]=1.FC(F)(F)C(O)=O. (8) Given the product [CH3:1][C:2]1[C:6]([C:7]([C:16]2[O:17][C:18]3[CH:24]=[CH:23][C:22]([CH2:25][C:26]([NH:28][CH:29]([C:36]4[CH:41]=[CH:40][C:39]([CH3:42])=[CH:38][C:37]=4[CH3:43])[C:30]4[CH:31]=[CH:32][CH:33]=[CH:34][CH:35]=4)=[O:27])=[CH:21][C:19]=3[CH:20]=2)([OH:15])[CH2:8][CH2:9][C:10]([OH:12])=[O:11])=[C:5]([CH3:44])[O:4][N:3]=1, predict the reactants needed to synthesize it. The reactants are: [CH3:1][C:2]1[C:6]([C:7]([C:16]2[O:17][C:18]3[CH:24]=[CH:23][C:22]([CH2:25][C:26]([NH:28][CH:29]([C:36]4[CH:41]=[CH:40][C:39]([CH3:42])=[CH:38][C:37]=4[CH3:43])[C:30]4[CH:35]=[CH:34][CH:33]=[CH:32][CH:31]=4)=[O:27])=[CH:21][C:19]=3[CH:20]=2)([OH:15])[CH2:8][CH2:9][C:10]([O:12]CC)=[O:11])=[C:5]([CH3:44])[O:4][N:3]=1.C(OCC#N)(C)C.